This data is from Peptide-MHC class I binding affinity with 185,985 pairs from IEDB/IMGT. The task is: Regression. Given a peptide amino acid sequence and an MHC pseudo amino acid sequence, predict their binding affinity value. This is MHC class I binding data. (1) The peptide sequence is ACADGTRHTY. The MHC is Mamu-B01 with pseudo-sequence Mamu-B01. The binding affinity (normalized) is 0. (2) The peptide sequence is RPMREVRFL. The MHC is HLA-B53:01 with pseudo-sequence HLA-B53:01. The binding affinity (normalized) is 0.575.